Dataset: M1 muscarinic receptor antagonist screen with 61,756 compounds. Task: Binary Classification. Given a drug SMILES string, predict its activity (active/inactive) in a high-throughput screening assay against a specified biological target. (1) The drug is S(=O)(=O)(N(CC(=O)Nc1c(cccc1)C(OC)=O)C)c1c(OC)ccc(c1)C. The result is 0 (inactive). (2) The compound is Fc1cc(COC(=O)c2ccc(N3CCCC3=O)cc2)ccc1OC. The result is 0 (inactive). (3) The drug is S(=O)(=O)(N1CCN(CC1)C(=O)c1c(F)cccc1)c1cc2OCCOc2cc1. The result is 0 (inactive). (4) The compound is O=C1/C(=c2\ccn(CCC)cc2)C(=O)c2c1cccc2. The result is 0 (inactive). (5) The compound is O1C(Nc2ccc(cc2)C(=O)C)CC(O)C(O)C1. The result is 0 (inactive). (6) The drug is s1c2c(CCC2)c2c1nc(n(c2=O)CC=C)NCCO. The result is 0 (inactive). (7) The molecule is O=c1[nH]c2c(nc1Cc1ccccc1)cccc2. The result is 0 (inactive).